This data is from Full USPTO retrosynthesis dataset with 1.9M reactions from patents (1976-2016). The task is: Predict the reactants needed to synthesize the given product. (1) Given the product [F:1][C:2]1[CH:7]=[CH:6][C:5]([CH:8]([C:12]2[CH:13]=[CH:14][C:15]([F:18])=[CH:16][CH:17]=2)[CH2:9][CH2:10][NH:11][C:24]([C:23]2[CH:27]=[CH:28][C:20](=[O:19])[NH:21][CH:22]=2)=[O:25])=[CH:4][CH:3]=1, predict the reactants needed to synthesize it. The reactants are: [F:1][C:2]1[CH:7]=[CH:6][C:5]([CH:8]([C:12]2[CH:17]=[CH:16][C:15]([F:18])=[CH:14][CH:13]=2)[CH2:9][CH2:10][NH2:11])=[CH:4][CH:3]=1.[OH:19][C:20]1[CH:28]=[CH:27][C:23]([C:24](O)=[O:25])=[CH:22][N:21]=1. (2) The reactants are: Cl.[Sn](Cl)Cl.[N+:5]([C:8]1[CH:13]=[C:12]([C:14]([F:17])([F:16])[F:15])[CH:11]=[CH:10][C:9]=1[N:18]1[CH2:22][CH2:21][CH2:20][CH2:19]1)([O-])=O.C(=O)([O-])O.[Na+]. Given the product [NH2:5][C:8]1[CH:13]=[C:12]([C:14]([F:15])([F:16])[F:17])[CH:11]=[CH:10][C:9]=1[N:18]1[CH2:22][CH2:21][CH2:20][CH2:19]1, predict the reactants needed to synthesize it. (3) Given the product [CH3:39][N:41]([CH3:42])[CH2:27][CH2:28][O:29][C:30]1[CH:31]=[CH:32][C:33]([C@@H:34]2[N:14]([C:15]3[CH:23]=[CH:22][C:18]4[NH:19][CH:20]=[N:21][C:17]=4[CH:16]=3)[C:46](=[O:47])[NH:48][CH2:49]2)=[CH:36][CH:37]=1, predict the reactants needed to synthesize it. The reactants are: FC(F)(F)C([O-])=O.C[Si](C#N)(C)C.[NH2:14][C:15]1[CH:23]=[CH:22][C:18]2[N:19]=[CH:20][NH:21][C:17]=2[CH:16]=1.CN(C)C[CH2:27][CH2:28][O:29][C:30]1[CH:37]=[CH:36][C:33]([CH:34]=O)=[CH:32][CH:31]=1.[CH2:39]([N:41](CC)[CH2:42]C)C.[C:46](N1C=CN=C1)([N:48]1C=CN=[CH:49]1)=[O:47]. (4) Given the product [CH2:1]([C:3]1[N:8]=[C:7]([NH2:9])[N:6]=[C:5]([NH2:10])[C:4]=1[C:11]1[CH:12]=[C:13]2[C:17](=[CH:18][CH:19]=1)[N:16]([CH2:36][C:35]1[CH:34]=[CH:33][C:32]([S:29]([CH3:28])(=[O:31])=[O:30])=[CH:39][CH:38]=1)[CH:15]=[C:14]2[CH2:20][CH3:21])[CH3:2], predict the reactants needed to synthesize it. The reactants are: [CH2:1]([C:3]1[N:8]=[C:7]([NH2:9])[N:6]=[C:5]([NH2:10])[C:4]=1[C:11]1[CH:12]=[C:13]2[C:17](=[CH:18][CH:19]=1)[NH:16][CH:15]=[C:14]2[CH2:20][CH3:21])[CH3:2].CC(C)([O-])C.[K+].[CH3:28][S:29]([C:32]1[CH:39]=[CH:38][C:35]([CH2:36]Br)=[CH:34][CH:33]=1)(=[O:31])=[O:30]. (5) Given the product [CH3:1][O:2][C:3]([C:5]1[N:6]=[C:7]([CH2:16][CH:17]2[CH2:21][CH2:20][CH2:19][CH2:18]2)[C:8]2[C:13]([CH:14]=1)=[CH:12][CH:11]=[C:10]([O:15][C:28]1[CH:29]=[CH:30][C:25]([CH:22]([CH3:24])[CH3:23])=[CH:26][CH:27]=1)[CH:9]=2)=[O:4], predict the reactants needed to synthesize it. The reactants are: [CH3:1][O:2][C:3]([C:5]1[N:6]=[C:7]([CH2:16][CH:17]2[CH2:21][CH2:20][CH2:19][CH2:18]2)[C:8]2[C:13]([CH:14]=1)=[CH:12][CH:11]=[C:10]([OH:15])[CH:9]=2)=[O:4].[CH:22]([C:25]1[CH:30]=[CH:29][C:28](B(O)O)=[CH:27][CH:26]=1)([CH3:24])[CH3:23]. (6) Given the product [F:17][C:2]([F:1])([S:13]([OH:16])(=[O:15])=[O:14])[C:3]([F:11])([F:12])[C:4]([F:10])([F:9])[C:5]([F:8])([F:7])[F:6], predict the reactants needed to synthesize it. The reactants are: [F:1][C:2]([F:17])([S:13]([O-:16])(=[O:15])=[O:14])[C:3]([F:12])([F:11])[C:4]([F:10])([F:9])[C:5]([F:8])([F:7])[F:6].[K+].Cl.